From a dataset of Forward reaction prediction with 1.9M reactions from USPTO patents (1976-2016). Predict the product of the given reaction. Given the reactants Cl[C:2]1[N:11]=[C:10]([C:12]2[CH:17]=[CH:16][CH:15]=[C:14]([Cl:18])[CH:13]=2)[C:9]2[C:4](=[CH:5][CH:6]=[C:7]([C:19]([C:27]3[CH:32]=[CH:31][C:30]([O:33][CH3:34])=[CH:29][CH:28]=3)([C:21]3[N:25]([CH3:26])[CH:24]=[N:23][CH:22]=3)[OH:20])[CH:8]=2)[N:3]=1.[N-:35]=[N+:36]=[N-:37].[Na+], predict the reaction product. The product is: [Cl:18][C:14]1[CH:13]=[C:12]([C:10]2[C:9]3[C:4](=[CH:5][CH:6]=[C:7]([C:19]([C:27]4[CH:28]=[CH:29][C:30]([O:33][CH3:34])=[CH:31][CH:32]=4)([C:21]4[N:25]([CH3:26])[CH:24]=[N:23][CH:22]=4)[OH:20])[CH:8]=3)[N:3]3[N:35]=[N:36][N:37]=[C:2]3[N:11]=2)[CH:17]=[CH:16][CH:15]=1.